From a dataset of Forward reaction prediction with 1.9M reactions from USPTO patents (1976-2016). Predict the product of the given reaction. (1) Given the reactants Cl[C:2]1[CH:7]=[C:6]([C:8]2[CH:13]=[CH:12][C:11]([C:14]([F:17])([F:16])[F:15])=[C:10]([F:18])[CH:9]=2)[N:5]=[CH:4][N:3]=1.C(Cl)(Cl)Cl.[CH3:23][N:24](C)C=O, predict the reaction product. The product is: [F:18][C:10]1[CH:9]=[C:8]([C:6]2[N:5]=[CH:4][N:3]=[C:2]([C:23]#[N:24])[CH:7]=2)[CH:13]=[CH:12][C:11]=1[C:14]([F:17])([F:16])[F:15]. (2) Given the reactants [CH3:1][C@:2]12[CH2:19][CH2:18][C@H:17]3[C@@H:7]([CH2:8][CH2:9][C@@H:10]4[C@:15]3([CH3:16])[CH2:14][CH:13]=[CH:12][CH2:11]4)[C@@H:6]1[CH2:5][CH2:4][C:3]2=[O:20].C1C=C(Cl)C=C(C(OO)=[O:29])C=1, predict the reaction product. The product is: [O:29]1[C@H:12]2[CH2:11][CH:10]3[C@:15]([CH3:16])([CH2:14][C@@H:13]12)[C@@H:17]1[C@H:7]([C@H:6]2[C@@:2]([CH2:19][CH2:18]1)([CH3:1])[C:3](=[O:20])[CH2:4][CH2:5]2)[CH2:8][CH2:9]3. (3) The product is: [CH2:19]([O:18][CH2:14][C@H:15]([OH:17])[CH2:16][O:12][C:11]1[C:2]([Br:1])=[C:3]2[C:8](=[CH:9][CH:10]=1)[N:7]=[C:6]([CH3:13])[CH:5]=[CH:4]2)[C:20]1[CH:25]=[CH:24][CH:23]=[CH:22][CH:21]=1. Given the reactants [Br:1][C:2]1[C:11]([OH:12])=[CH:10][CH:9]=[C:8]2[C:3]=1[CH:4]=[CH:5][C:6]([CH3:13])=[N:7]2.[CH2:14]([O:18][CH2:19][C:20]1[CH:25]=[CH:24][CH:23]=[CH:22][CH:21]=1)[C@@H:15]1[O:17][CH2:16]1.C(N(CC)CC)C.O, predict the reaction product. (4) The product is: [CH3:31][C:27]1[N:28]=[C:29]([CH3:30])[N:10]2[C:11]=1[C:12]([NH:14][C:15]1[CH:16]=[C:17]([O:25][CH3:26])[C:18]([O:23][CH3:24])=[C:19]([O:21][CH3:22])[CH:20]=1)=[N:13][C:8]([C:4]1[CH:3]=[C:2]([NH:1][S:33]([CH3:32])(=[O:35])=[O:34])[CH:7]=[CH:6][CH:5]=1)=[N:9]2. Given the reactants [NH2:1][C:2]1[CH:3]=[C:4]([C:8]2[N:13]=[C:12]([NH:14][C:15]3[CH:20]=[C:19]([O:21][CH3:22])[C:18]([O:23][CH3:24])=[C:17]([O:25][CH3:26])[CH:16]=3)[C:11]3=[C:27]([CH3:31])[N:28]=[C:29]([CH3:30])[N:10]3[N:9]=2)[CH:5]=[CH:6][CH:7]=1.[CH3:32][S:33](Cl)(=[O:35])=[O:34].C(N(CC)CC)C, predict the reaction product. (5) The product is: [F:34][C:35]1[CH:46]=[C:39]2[C:38](=[CH:37][CH:36]=1)[CH2:56][C:41]([C:13]1[C:12]([N:8]3[C:9]4[C:4](=[CH:3][C:2]([F:1])=[CH:11][CH:10]=4)[CH2:5][CH2:6][CH2:7]3)=[N:21][C:20]3[C:15](=[CH:16][CH:17]=[C:18]([C:22]([O:24][CH3:25])=[O:23])[CH:19]=3)[N:14]=1)=[CH:40]2. Given the reactants [F:1][C:2]1[CH:3]=[C:4]2[C:9](=[CH:10][CH:11]=1)[N:8]([C:12]1[C:13](OS(C(F)(F)F)(=O)=O)=[N:14][C:15]3[C:20]([N:21]=1)=[CH:19][C:18]([C:22]([O:24][CH3:25])=[O:23])=[CH:17][CH:16]=3)[CH2:7][CH2:6][CH2:5]2.[F:34][C:35]1[CH:36]=[CH:37][C:38]2O[C:41](B(O)O)=[CH:40][C:39]=2[CH:46]=1.[O-]P([O-])([O-])=O.[K+].[K+].[K+].O1CCOC[CH2:56]1, predict the reaction product. (6) Given the reactants [CH:1]1([N:5]2[CH2:11][CH2:10][C:9]3[CH:12]=[C:13]([O:16][CH:17]4[CH2:22][CH2:21][NH:20][CH2:19][CH2:18]4)[CH:14]=[CH:15][C:8]=3[CH2:7][CH2:6]2)[CH2:4][CH2:3][CH2:2]1.CCN(CC1C=CC=CC=1)CC.C=CC1C=CC=CC=1.C=CC1C=CC(C=C)=CC=1.[CH:53]1([C:58](Cl)=[O:59])[CH2:57][CH2:56][CH2:55][CH2:54]1, predict the reaction product. The product is: [CH:1]1([N:5]2[CH2:11][CH2:10][C:9]3[CH:12]=[C:13]([O:16][CH:17]4[CH2:22][CH2:21][N:20]([C:58]([CH:53]5[CH2:57][CH2:56][CH2:55][CH2:54]5)=[O:59])[CH2:19][CH2:18]4)[CH:14]=[CH:15][C:8]=3[CH2:7][CH2:6]2)[CH2:2][CH2:3][CH2:4]1.